From a dataset of Full USPTO retrosynthesis dataset with 1.9M reactions from patents (1976-2016). Predict the reactants needed to synthesize the given product. (1) Given the product [CH3:1][C:2]1[N:3]=[C:4]([CH:7]([CH2:14][C:15]2[CH:20]=[CH:19][C:18]([OH:21])=[CH:17][CH:16]=2)[CH2:8][C:9]([O:11][CH2:12][CH3:13])=[O:10])[S:5][CH:6]=1, predict the reactants needed to synthesize it. The reactants are: [CH3:1][C:2]1[N:3]=[C:4]([CH:7]([CH2:14][C:15]2[CH:20]=[CH:19][C:18]([O:21]CC3C=CC=CC=3)=[CH:17][CH:16]=2)[CH2:8][C:9]([O:11][CH2:12][CH3:13])=[O:10])[S:5][CH:6]=1.B(F)(F)F.CCOCC. (2) Given the product [CH3:15][O:14][C:12]([C@@H:9]1[CH2:18][N:20]2[C@@H:23]3[CH2:24][C@@H:25]3[CH2:26][C@@H:21]2[CH2:22][N:8]1[CH2:1][C:2]1[CH:7]=[CH:6][CH:5]=[CH:4][CH:3]=1)=[O:13], predict the reactants needed to synthesize it. The reactants are: [CH2:1]([NH:8][CH3:9])[C:2]1[CH:7]=[CH:6][CH:5]=[CH:4][CH:3]=1.BrC(CBr)[C:12]([O:14][CH3:15])=[O:13].[CH2:18]([N:20]([CH2:23][CH3:24])[CH2:21][CH3:22])C.[C:25]1(C)C=CC=C[CH:26]=1.